From a dataset of Forward reaction prediction with 1.9M reactions from USPTO patents (1976-2016). Predict the product of the given reaction. (1) Given the reactants [F:1][C:2]([F:43])([F:42])[C:3]1[CH:4]=[C:5]([CH:35]=[C:36]([C:38]([F:41])([F:40])[F:39])[CH:37]=1)[CH2:6][N:7]([CH2:23][C:24]1[CH:29]=[C:28]([C:30]([F:33])([F:32])[F:31])[CH:27]=[CH:26][C:25]=1[OH:34])[C:8]1[N:13]=[CH:12][C:11]([O:14][CH2:15][CH2:16][CH2:17][C:18]([O:20]CC)=[O:19])=[CH:10][N:9]=1.[OH-].[Na+].Cl.C(OCC)(=O)C, predict the reaction product. The product is: [F:43][C:2]([F:1])([F:42])[C:3]1[CH:4]=[C:5]([CH:35]=[C:36]([C:38]([F:39])([F:40])[F:41])[CH:37]=1)[CH2:6][N:7]([CH2:23][C:24]1[CH:29]=[C:28]([C:30]([F:33])([F:32])[F:31])[CH:27]=[CH:26][C:25]=1[OH:34])[C:8]1[N:9]=[CH:10][C:11]([O:14][CH2:15][CH2:16][CH2:17][C:18]([OH:20])=[O:19])=[CH:12][N:13]=1. (2) Given the reactants [F:1][C:2]([F:23])([F:22])[C:3]1[CH:8]=[C:7]([C:9]2[CH:10]=[CH:11][C:12]3[N:19]4[CH2:20][C@H:15]([CH2:16][CH2:17][CH2:18]4)[NH:14][C:13]=3[N:21]=2)[CH:6]=[CH:5][N:4]=1.[N:24]1[CH:29]=[CH:28][CH:27]=[C:26]([NH:30][C:31](=O)[O:32]C2C=CC=CC=2)[N:25]=1.CCOC(C)=O, predict the reaction product. The product is: [N:24]1[CH:29]=[CH:28][CH:27]=[C:26]([NH:30][C:31]([N:14]2[C@@H:15]3[CH2:20][N:19]([CH2:18][CH2:17][CH2:16]3)[C:12]3[CH:11]=[CH:10][C:9]([C:7]4[CH:6]=[CH:5][N:4]=[C:3]([C:2]([F:1])([F:22])[F:23])[CH:8]=4)=[N:21][C:13]2=3)=[O:32])[N:25]=1. (3) Given the reactants C(OC([NH:11][CH2:12][CH2:13][C:14]([NH:16][C@@H:17]([CH2:20][C:21]1[NH:25][CH:24]=[N:23][CH:22]=1)[CH2:18][OH:19])=[O:15])=O)C1C=CC=CC=1, predict the reaction product. The product is: [NH2:11][CH2:12][CH2:13][C:14]([NH:16][C@@H:17]([CH2:20][C:21]1[NH:25][CH:24]=[N:23][CH:22]=1)[CH2:18][OH:19])=[O:15]. (4) Given the reactants Br[C:2]1[N:7]2[N:8]=[C:9]([CH2:14][CH3:15])[C:10]([N+:11]([O-:13])=[O:12])=[C:6]2[CH:5]=[CH:4][CH:3]=1.[CH3:16][O:17][C:18]1[CH:23]=[C:22]([CH2:24][O:25][CH3:26])[CH:21]=[C:20]([O:27][CH3:28])[C:19]=1OB(O)O.C1(P(C2C=CC=CC=2)C2C=CC=CC=2)C=CC=CC=1.O.P([O-])([O-])([O-])=O.[K+].[K+].[K+], predict the reaction product. The product is: [CH3:28][O:27][C:20]1[CH:21]=[C:22]([CH2:24][O:25][CH3:26])[CH:23]=[C:18]([O:17][CH3:16])[C:19]=1[C:2]1[N:7]2[N:8]=[C:9]([CH2:14][CH3:15])[C:10]([N+:11]([O-:13])=[O:12])=[C:6]2[CH:5]=[CH:4][CH:3]=1.